Dataset: Full USPTO retrosynthesis dataset with 1.9M reactions from patents (1976-2016). Task: Predict the reactants needed to synthesize the given product. (1) Given the product [CH2:1]([O:8][C:9]([NH:11][C@H:12]([CH2:22][O:23][CH3:24])[CH2:13][CH2:14][C:15]([O:17][C:18]([CH3:19])([CH3:20])[CH3:21])=[O:16])=[O:10])[C:2]1[CH:3]=[CH:4][CH:5]=[CH:6][CH:7]=1, predict the reactants needed to synthesize it. The reactants are: [CH2:1]([O:8][C:9]([NH:11][C@H:12]([CH2:22][OH:23])[CH2:13][CH2:14][C:15]([O:17][C:18]([CH3:21])([CH3:20])[CH3:19])=[O:16])=[O:10])[C:2]1[CH:7]=[CH:6][CH:5]=[CH:4][CH:3]=1.[CH3:24]I. (2) The reactants are: [NH2:1][C:2]1[CH:3]=[C:4]([CH:15]=[CH:16][C:17]=1[NH2:18])[C:5]([NH:7][C:8]1[CH:13]=[CH:12][C:11]([Br:14])=[CH:10][CH:9]=1)=[O:6].[Cl:19][C:20]1[CH:25]=[CH:24][CH:23]=[C:22]([N:26]=[C:27]=S)[C:21]=1[C:29]([F:32])([F:31])[F:30].C1CCC(N=C=NC2CCCCC2)CC1. Given the product [Br:14][C:11]1[CH:10]=[CH:9][C:8]([NH:7][C:5]([C:4]2[CH:15]=[CH:16][C:17]3[NH:18][C:27]([NH:26][C:22]4[CH:23]=[CH:24][CH:25]=[C:20]([Cl:19])[C:21]=4[C:29]([F:32])([F:30])[F:31])=[N:1][C:2]=3[CH:3]=2)=[O:6])=[CH:13][CH:12]=1, predict the reactants needed to synthesize it. (3) Given the product [C:15]1([C:12]2[CH:13]=[C:8]([CH2:7][N:1]3[CH2:6][CH2:5][O:4][CH2:3][CH2:2]3)[CH:9]=[CH:10][C:11]=2[NH2:14])[CH2:20][CH2:19][CH2:18][CH2:17][CH:16]=1, predict the reactants needed to synthesize it. The reactants are: [N:1]1([CH2:7][C:8]2[CH:13]=[CH:12][C:11]([NH2:14])=[CH:10][CH:9]=2)[CH2:6][CH2:5][O:4][CH2:3][CH2:2]1.[C:15]1(B(O)O)[CH2:20][CH2:19][CH2:18][CH2:17][CH:16]=1. (4) Given the product [N:2]1([C:20]([O:22][C:23]([CH3:26])([CH3:25])[CH3:24])=[O:21])[C@H:6]([C:7]([O:9][CH2:10][C:11]2[CH:16]=[CH:15][CH:14]=[CH:13][CH:12]=2)=[O:8])[CH2:5][C@@H:4]2[CH2:17][CH2:18][CH2:19][C@H:3]12, predict the reactants needed to synthesize it. The reactants are: Cl.[NH:2]1[C@H:6]([C:7]([O:9][CH2:10][C:11]2[CH:16]=[CH:15][CH:14]=[CH:13][CH:12]=2)=[O:8])[CH2:5][C@@H:4]2[CH2:17][CH2:18][CH2:19][C@H:3]12.[C:20](O[C:20]([O:22][C:23]([CH3:26])([CH3:25])[CH3:24])=[O:21])([O:22][C:23]([CH3:26])([CH3:25])[CH3:24])=[O:21].C(N(CC)C(C)C)(C)C. (5) Given the product [CH3:1][C@H:2]1[NH:3][CH2:4][CH2:5][N:6]([C:8]2[C:12]3=[N:13][CH:14]=[CH:15][CH:16]=[C:11]3[NH:10][CH:9]=2)[CH2:7]1, predict the reactants needed to synthesize it. The reactants are: [CH3:1][C@@H:2]1[CH2:7][N:6]([C:8]2[C:12]3=[N:13][CH:14]=[CH:15][CH:16]=[C:11]3[NH:10][CH:9]=2)[CH2:5][CH2:4][N:3]1C(OC(C)(C)C)=O.[H-].[Al+3].[Li+].[H-].[H-].[H-].C[C@H]1NC(=O)CN(C2C3=NC=CC=C3NC=2)C1=O. (6) Given the product [CH2:1]([N:8]1[C:10](=[O:11])[N:12]([C:13]2[CH:14]=[N:15][N:16]([CH2:18][C:19]3[C:20]([CH3:25])=[N:21][O:22][C:23]=3[CH3:24])[CH:17]=2)[C:27](=[O:28])[NH:9]1)[C:2]1[CH:7]=[CH:6][CH:5]=[CH:4][CH:3]=1, predict the reactants needed to synthesize it. The reactants are: [CH2:1]([N:8]([C:10]([NH:12][C:13]1[CH:14]=[N:15][N:16]([CH2:18][C:19]2[C:20]([CH3:25])=[N:21][O:22][C:23]=2[CH3:24])[CH:17]=1)=[O:11])[NH2:9])[C:2]1[CH:7]=[CH:6][CH:5]=[CH:4][CH:3]=1.Cl[C:27](OCC)=[O:28].C(N(CC)CC)C.[OH-].[Na+].